From a dataset of Catalyst prediction with 721,799 reactions and 888 catalyst types from USPTO. Predict which catalyst facilitates the given reaction. The catalyst class is: 4. Product: [F:24][C:25]([F:30])([F:29])/[C:21](/[CH3:20])=[CH:22]\[C:23](=[O:33])[CH3:18]. Reactant: C(C=P([C:18]1[CH:23]=[CH:22][CH:21]=[CH:20]C=1)([C:22]1[CH:23]=[CH:18]C=[CH:20][CH:21]=1)[C:22]1[CH:23]=[CH:18]C=[CH:20][CH:21]=1)(=O)C.[F:24][C:25]([F:30])([F:29])C(C)=O.C([O:33]CC)C.